From a dataset of NCI-60 drug combinations with 297,098 pairs across 59 cell lines. Regression. Given two drug SMILES strings and cell line genomic features, predict the synergy score measuring deviation from expected non-interaction effect. (1) Drug 1: C1CCC(CC1)NC(=O)N(CCCl)N=O. Drug 2: C1=NC2=C(N1)C(=S)N=CN2. Cell line: HS 578T. Synergy scores: CSS=11.1, Synergy_ZIP=-12.9, Synergy_Bliss=-13.4, Synergy_Loewe=-17.7, Synergy_HSA=-11.3. (2) Drug 1: C1CC(=O)NC(=O)C1N2CC3=C(C2=O)C=CC=C3N. Drug 2: C1CCC(C(C1)N)N.C(=O)(C(=O)[O-])[O-].[Pt+4]. Cell line: MALME-3M. Synergy scores: CSS=12.5, Synergy_ZIP=-5.32, Synergy_Bliss=-2.20, Synergy_Loewe=-20.4, Synergy_HSA=-1.98. (3) Drug 1: C1CCC(C1)C(CC#N)N2C=C(C=N2)C3=C4C=CNC4=NC=N3. Drug 2: CC(CN1CC(=O)NC(=O)C1)N2CC(=O)NC(=O)C2. Cell line: OVCAR-5. Synergy scores: CSS=18.2, Synergy_ZIP=-1.12, Synergy_Bliss=1.33, Synergy_Loewe=-3.68, Synergy_HSA=-2.37.